From a dataset of CYP2C9 inhibition data for predicting drug metabolism from PubChem BioAssay. Regression/Classification. Given a drug SMILES string, predict its absorption, distribution, metabolism, or excretion properties. Task type varies by dataset: regression for continuous measurements (e.g., permeability, clearance, half-life) or binary classification for categorical outcomes (e.g., BBB penetration, CYP inhibition). Dataset: cyp2c9_veith. (1) The molecule is N#C[C@@H](Cc1ccc(O)c(O)c1)C(=O)N1CCc2ccccc21. The result is 0 (non-inhibitor). (2) The drug is O=C(OCC(=O)c1cccs1)c1cccc(C(=O)OCC(=O)c2cccs2)n1. The result is 1 (inhibitor). (3) The compound is Nc1ncnc2c1cnn2-c1ccccc1. The result is 0 (non-inhibitor). (4) The drug is COc1cccc(Cn2c(=O)c(-c3cccc(C#N)c3)nc3cnc(N4CCN(C)CC4)nc32)c1. The result is 0 (non-inhibitor). (5) The drug is Cc1ccc(C(=O)c2c[nH]c(C(=O)NCCCN3CCOCC3)c2)cc1. The result is 0 (non-inhibitor).